From a dataset of Full USPTO retrosynthesis dataset with 1.9M reactions from patents (1976-2016). Predict the reactants needed to synthesize the given product. (1) Given the product [CH2:24]([NH:23][C:5]1[CH:4]=[CH:3][C:2]([N:1]2[C:38](=[O:39])[C:32]3[C:31](=[CH:30][CH:29]=[C:34]([C:35]([OH:37])=[O:36])[CH:33]=3)[C:41]2=[O:40])=[CH:7][C:6]=1[C:8]1[O:9][C:10]2[CH:16]=[CH:15][C:14]([C:17]3[CH:22]=[CH:21][CH:20]=[CH:19][CH:18]=3)=[CH:13][C:11]=2[N:12]=1)[CH2:25][CH2:26][CH2:27][CH3:28], predict the reactants needed to synthesize it. The reactants are: [NH2:1][C:2]1[CH:3]=[CH:4][C:5]([NH:23][CH2:24][CH2:25][CH2:26][CH2:27][CH3:28])=[C:6]([C:8]2[O:9][C:10]3[CH:16]=[CH:15][C:14]([C:17]4[CH:22]=[CH:21][CH:20]=[CH:19][CH:18]=4)=[CH:13][C:11]=3[N:12]=2)[CH:7]=1.[CH:29]1[C:34]([C:35]([OH:37])=[O:36])=[CH:33][C:32]2[C:38]([O:40][C:41](=O)[C:31]=2[CH:30]=1)=[O:39]. (2) Given the product [Si:6]([O:13][C:14]1[CH:19]=[CH:18][C:17]([NH:20][C:21]2[CH:26]=[CH:25][N:24]=[C:23]([C:1]#[N:2])[N:22]=2)=[CH:16][CH:15]=1)([C:9]([CH3:12])([CH3:11])[CH3:10])([CH3:8])[CH3:7], predict the reactants needed to synthesize it. The reactants are: [CH3:1][N:2](C)C=O.[Si:6]([O:13][C:14]1[CH:19]=[CH:18][C:17]([NH:20][C:21]2[CH:26]=[CH:25][N:24]=[C:23](Cl)[N:22]=2)=[CH:16][CH:15]=1)([C:9]([CH3:12])([CH3:11])[CH3:10])([CH3:8])[CH3:7]. (3) Given the product [CH2:1]([O:3][C:4]([C:6]([C:26]([O:28][CH2:29][CH3:30])=[O:27])([CH2:15][C:16]1[C:24]2[C:19](=[CH:20][CH:21]=[CH:22][CH:23]=2)[N:18]([CH3:25])[CH:17]=1)[CH2:7][C:8]([OH:10])=[O:9])=[O:5])[CH3:2], predict the reactants needed to synthesize it. The reactants are: [CH2:1]([O:3][C:4]([C:6]([C:26]([O:28][CH2:29][CH3:30])=[O:27])([CH2:15][C:16]1[C:24]2[C:19](=[CH:20][CH:21]=[CH:22][CH:23]=2)[N:18]([CH3:25])[CH:17]=1)[CH2:7][C:8]([O:10]C(C)(C)C)=[O:9])=[O:5])[CH3:2].FC(F)(F)C(O)=O.C(OC(C)C)(C)C. (4) The reactants are: B(F)(F)[F:2].CCOCC.[CH3:10][O:11][C:12]1[CH:13]=[C:14](N)[CH:15]=[C:16]([N+:18]([O-:20])=[O:19])[CH:17]=1. Given the product [F:2][C:14]1[CH:13]=[C:12]([O:11][CH3:10])[CH:17]=[C:16]([N+:18]([O-:20])=[O:19])[CH:15]=1, predict the reactants needed to synthesize it. (5) Given the product [Cl:15][C:12]1[CH:13]=[C:14]2[C:9](=[CH:10][CH:11]=1)[N:8]([S:16]([C:19]1[CH:20]=[N:21][CH:22]=[C:23]([C:32]3[CH:33]=[CH:34][C:29]([C:28]([F:39])([F:38])[F:27])=[CH:30][CH:31]=3)[CH:24]=1)(=[O:17])=[O:18])[CH:7]=[C:6]2[CH2:5][CH2:4][C:3]([OH:2])=[O:26], predict the reactants needed to synthesize it. The reactants are: C[O:2][C:3](=[O:26])[CH2:4][CH2:5][C:6]1[C:14]2[C:9](=[CH:10][CH:11]=[C:12]([Cl:15])[CH:13]=2)[N:8]([S:16]([C:19]2[CH:20]=[N:21][CH:22]=[C:23](Br)[CH:24]=2)(=[O:18])=[O:17])[CH:7]=1.[F:27][C:28]([F:39])([F:38])[C:29]1[CH:34]=[CH:33][C:32](B(O)O)=[CH:31][CH:30]=1.